This data is from Reaction yield outcomes from USPTO patents with 853,638 reactions. The task is: Predict the reaction yield, written as a fraction of the theoretical maximum amount of product (1.0 means a 100% yield; for example, 0.34 means a 34% yield). (1) The reactants are [CH2:1]1[O:9][C:8]2[CH:7]=[CH:6][C:5]([C:10]3[CH:15]=[C:14]([C:16]4[CH:21]=[CH:20][CH:19]=[CH:18][CH:17]=4)[NH:13][C:12](=[O:22])[CH:11]=3)=[CH:4][C:3]=2[O:2]1.[Si:23]([O:30][CH2:31][CH2:32][CH2:33][CH2:34][CH2:35]O)([C:26]([CH3:29])([CH3:28])[CH3:27])([CH3:25])[CH3:24].C1(P(C2C=CC=CC=2)C2C=CC=CC=2)C=CC=CC=1.CCOC(/N=N/C(OCC)=O)=O. The catalyst is O1CCCC1. The product is [O:9]1[C:8]2[CH:7]=[CH:6][C:5]([C:10]3[CH:15]=[C:14]([C:16]4[CH:21]=[CH:20][CH:19]=[CH:18][CH:17]=4)[N:13]=[C:12]([O:22][CH2:35][CH2:34][CH2:33][CH2:32][CH2:31][O:30][Si:23]([CH3:25])([CH3:24])[C:26]([CH3:29])([CH3:28])[CH3:27])[CH:11]=3)=[CH:4][C:3]=2[O:2][CH2:1]1. The yield is 1.08. (2) The reactants are O=[C:2]([NH:8][NH:9][C:10](=O)[CH2:11][CH2:12][C:13]#[CH:14])[C:3]([O:5][CH2:6][CH3:7])=[O:4].P12(SP3(SP(SP(S3)(S1)=S)(=S)S2)=S)=[S:17]. The catalyst is C1(C)C=CC=CC=1. The product is [CH2:11]([C:10]1[S:17][C:2]([C:3]([O:5][CH2:6][CH3:7])=[O:4])=[N:8][N:9]=1)[CH2:12][C:13]#[CH:14]. The yield is 0.500. (3) The reactants are [N+:1]([C:4]1[CH:5]=[C:6]([CH:11]=[C:12]([N+]([O-])=O)[CH:13]=1)[C:7]([O:9][CH3:10])=[O:8])([O-:3])=[O:2].[O:17]([CH3:19])[Li].Cl. The catalyst is CO. The product is [CH3:19][O:17][C:12]1[CH:11]=[C:6]([CH:5]=[C:4]([N+:1]([O-:3])=[O:2])[CH:13]=1)[C:7]([O:9][CH3:10])=[O:8]. The yield is 0.560. (4) The reactants are [Cl:1][C:2]1[N:11]=[C:10]([N:12]2[CH2:16][CH2:15][C@H:14]([N:17]([CH3:25])C(=O)OC(C)(C)C)[CH2:13]2)[C:9]2[CH2:8][CH2:7][CH2:6][CH2:5][C:4]=2[N:3]=1.[F:26][C:27]([F:37])([F:36])[C:28]1[CH:33]=[C:32]([NH2:34])[CH:31]=[CH:30][C:29]=1[NH2:35]. No catalyst specified. The product is [ClH:1].[ClH:1].[CH3:25][NH:17][C@H:14]1[CH2:15][CH2:16][N:12]([C:10]2[C:9]3[CH2:8][CH2:7][CH2:6][CH2:5][C:4]=3[N:3]=[C:2]([NH:34][C:32]3[CH:31]=[CH:30][C:29]([NH2:35])=[C:28]([C:27]([F:26])([F:36])[F:37])[CH:33]=3)[N:11]=2)[CH2:13]1. The yield is 0.320. (5) The reactants are [CH:1]([C:4]1[CH:39]=[CH:38][C:7]([CH2:8][O:9][C:10]([N:12]2[CH2:17][CH2:16][CH2:15][CH:14]([C:18]3[CH:23]=[CH:22][CH:21]=[C:20]([O:24][C:25]([C:28]([O:30]CC4C=CC=CC=4)=[O:29])([CH3:27])[CH3:26])[CH:19]=3)[CH2:13]2)=[O:11])=[CH:6][CH:5]=1)([CH3:3])[CH3:2].C(=O)([O-])[O-].[K+].[K+].CO. The catalyst is O. The product is [CH:1]([C:4]1[CH:5]=[CH:6][C:7]([CH2:8][O:9][C:10]([N:12]2[CH2:17][CH2:16][CH2:15][CH:14]([C:18]3[CH:23]=[CH:22][CH:21]=[C:20]([O:24][C:25]([C:28]([OH:30])=[O:29])([CH3:27])[CH3:26])[CH:19]=3)[CH2:13]2)=[O:11])=[CH:38][CH:39]=1)([CH3:3])[CH3:2]. The yield is 0.940. (6) The reactants are [C:1]1([S:7]([C:10]2[CH:18]=[CH:17][C:16]3[NH:15][C:14]4[CH2:19][CH:20]5[NH:24][CH:23]([C:13]=4[C:12]=3[C:11]=2[C:25]([O:27][C:28]([CH3:31])([CH3:30])[CH3:29])=[O:26])[CH2:22][CH2:21]5)(=[O:9])=[O:8])[CH:6]=[CH:5][CH:4]=[CH:3][CH:2]=1.N1CCC[C@H]1C(O)=O.I[C:41]1[CH:46]=[CH:45][CH:44]=[CH:43][CH:42]=1.C(=O)([O-])[O-].[K+].[K+]. The catalyst is CS(C)=O.O.[Cu](I)I. The product is [C:1]1([S:7]([C:10]2[CH:18]=[CH:17][C:16]3[N:15]([C:41]4[CH:46]=[CH:45][CH:44]=[CH:43][CH:42]=4)[C:14]4[CH2:19][CH:20]5[NH:24][CH:23]([C:13]=4[C:12]=3[C:11]=2[C:25]([O:27][C:28]([CH3:31])([CH3:30])[CH3:29])=[O:26])[CH2:22][CH2:21]5)(=[O:9])=[O:8])[CH:2]=[CH:3][CH:4]=[CH:5][CH:6]=1. The yield is 0.500. (7) The reactants are [Br:1][C:2]1[CH:3]=[C:4]2[C:24](=[CH:25][CH:26]=1)[C:8]1[NH:9][C:10]([C@@H:12]3[CH2:16][CH2:15][CH2:14][N:13]3C(OC(C)(C)C)=O)=[N:11][C:7]=1[CH2:6][CH2:5]2.Cl.[CH3:28][O:29][C:30]([NH:32][C@@H:33]([CH:37]1[CH2:42][CH2:41][O:40][CH2:39][CH2:38]1)[C:34](O)=[O:35])=[O:31].CN(C(ON1N=NC2C=CC=NC1=2)=[N+](C)C)C.F[P-](F)(F)(F)(F)F.CCN(C(C)C)C(C)C. The catalyst is C(Cl)Cl.CCOC(C)=O.CN(C=O)C. The product is [Br:1][C:2]1[CH:3]=[C:4]2[C:24](=[CH:25][CH:26]=1)[C:8]1[NH:9][C:10]([C@@H:12]3[CH2:16][CH2:15][CH2:14][N:13]3[C:34](=[O:35])[C@@H:33]([NH:32][C:30](=[O:31])[O:29][CH3:28])[CH:37]3[CH2:42][CH2:41][O:40][CH2:39][CH2:38]3)=[N:11][C:7]=1[CH2:6][CH2:5]2. The yield is 0.540. (8) The reactants are [H-].[Na+].[CH:3]([C:5]1[CH:13]=[CH:12][C:8]([C:9]([OH:11])=[O:10])=[CH:7][CH:6]=1)=O.C1(P(=[CH:33][C:34]([O:36][CH3:37])=[O:35])(C2C=CC=CC=2)C2C=CC=CC=2)C=CC=CC=1. The catalyst is C1(C)C=CC=CC=1. The product is [CH3:37][O:36][C:34](/[CH:33]=[CH:3]/[C:5]1[CH:13]=[CH:12][C:8]([C:9]([OH:11])=[O:10])=[CH:7][CH:6]=1)=[O:35]. The yield is 0.530. (9) The reactants are [Cl:1][C:2]1[CH:7]=[C:6]([CH2:8]Cl)[N:5]=[C:4]([C:10]([O:12][CH3:13])=[O:11])[CH:3]=1.C(O)C.[Cl:17][C:18]1[CH:19]=[CH:20][C:21]([O:27][CH2:28][C:29]2[CH:34]=[CH:33][C:32]([Cl:35])=[CH:31][C:30]=2[F:36])=[C:22](B(O)O)[CH:23]=1.C(=O)([O-])[O-].[K+].[K+]. The catalyst is C1(C)C=CC=CC=1.[Pd].C1(P(C2C=CC=CC=2)C2C=CC=CC=2)C=CC=CC=1.C1(P(C2C=CC=CC=2)C2C=CC=CC=2)C=CC=CC=1.C1(P(C2C=CC=CC=2)C2C=CC=CC=2)C=CC=CC=1.C1(P(C2C=CC=CC=2)C2C=CC=CC=2)C=CC=CC=1. The product is [Cl:1][C:2]1[CH:7]=[C:6]([CH2:8][C:20]2[CH:19]=[C:18]([Cl:17])[CH:23]=[CH:22][C:21]=2[O:27][CH2:28][C:29]2[CH:34]=[CH:33][C:32]([Cl:35])=[CH:31][C:30]=2[F:36])[N:5]=[C:4]([C:10]([O:12][CH3:13])=[O:11])[CH:3]=1. The yield is 0.128.